Dataset: Catalyst prediction with 721,799 reactions and 888 catalyst types from USPTO. Task: Predict which catalyst facilitates the given reaction. (1) Reactant: [CH3:1][N:2]1[C@@H:19]2[CH2:20][C:7]3[CH:8]=[CH:9][C:10]([O:22][CH3:23])=[C:11]4[O:12][C@H:13]5[C:14]([CH2:16][CH2:17][C@:18]2([OH:21])[C@:5]5([C:6]=34)[CH2:4][CH2:3]1)=[O:15].[ClH:24]. Product: [CH3:1][N:2]1[C@@H:19]2[CH2:20][C:7]3[CH:8]=[CH:9][C:10]([O:22][CH3:23])=[C:11]4[O:12][C@H:13]5[C:14]([CH2:16][CH2:17][C@:18]2([OH:21])[C@:5]5([C:6]=34)[CH2:4][CH2:3]1)=[O:15].[ClH:24]. The catalyst class is: 41. (2) Reactant: IC1C=CC(C)=C2C=1C(=O)NC2.NC1C=CC=C2C=1C(=O)NC2.C1(C)C=CC=CC=1P(C1C=CC=CC=1C)C1C=CC=CC=1C.C(N(CC)CC)C.C[C:54]1[CH:62]=[CH:61][C:60]([C:63]2[N:64]([C:79]([O:81][C:82]([CH3:85])([CH3:84])[CH3:83])=[O:80])[C:65]3[C:70]([CH:71]=2)=[CH:69][C:68]([CH2:72][N:73]2[CH2:78][CH2:77][CH2:76][CH2:75][CH2:74]2)=[CH:67][CH:66]=3)=[C:59]2[C:55]=1[CH2:56][NH:57][C:58]2=[O:86]. Product: [C:82]([O:81][C:79]([N:64]1[C:65]2[C:70](=[CH:69][C:68]([CH2:72][N:73]3[CH2:74][CH2:75][CH2:76][CH2:77][CH2:78]3)=[CH:67][CH:66]=2)[CH:71]=[C:63]1[C:60]1[CH:61]=[CH:62][CH:54]=[C:55]2[C:59]=1[C:58](=[O:86])[NH:57][CH2:56]2)=[O:80])([CH3:85])([CH3:83])[CH3:84]. The catalyst class is: 524. (3) Reactant: [C:1]([O:5][C:6](=[O:18])[NH:7][CH2:8][CH:9]([C:11]1[CH:16]=[CH:15][C:14]([Cl:17])=[CH:13][CH:12]=1)O)([CH3:4])([CH3:3])[CH3:2].[C:19]1(=[O:29])[NH:23][C:22](=[O:24])[C:21]2=[CH:25][CH:26]=[CH:27][CH:28]=[C:20]12.C1(P(C2C=CC=CC=2)C2C=CC=CC=2)C=CC=CC=1.N(C(OC(C)C)=O)=NC(OC(C)C)=O. Product: [C:1]([O:5][C:6](=[O:18])[NH:7][CH2:8][CH:9]([C:11]1[CH:16]=[CH:15][C:14]([Cl:17])=[CH:13][CH:12]=1)[N:23]1[C:19](=[O:29])[C:20]2[C:21](=[CH:25][CH:26]=[CH:27][CH:28]=2)[C:22]1=[O:24])([CH3:4])([CH3:3])[CH3:2]. The catalyst class is: 1. (4) Product: [CH3:1][C:2]1[C:6]([C:7]2[N:11]([C:12]3[CH:17]=[CH:16][C:15]([OH:18])=[CH:14][C:13]=3[CH3:20])[C:10]3[CH:21]=[CH:22][CH:23]=[CH:24][C:9]=3[N:8]=2)=[C:5]([CH3:25])[O:4][N:3]=1. Reactant: [CH3:1][C:2]1[C:6]([C:7]2[N:11]([C:12]3[CH:17]=[CH:16][C:15]([O:18]C)=[CH:14][C:13]=3[CH3:20])[C:10]3[CH:21]=[CH:22][CH:23]=[CH:24][C:9]=3[N:8]=2)=[C:5]([CH3:25])[O:4][N:3]=1.B(Br)(Br)Br. The catalyst class is: 2. (5) Reactant: Br[C:2]1[CH:3]=[CH:4][C:5]([N+:8]([O-:10])=[O:9])=[N:6][CH:7]=1.[CH3:11][C@@H:12]1[CH2:17][NH:16][CH2:15][CH2:14][N:13]1[C:18]([O:20][C:21]([CH3:24])([CH3:23])[CH3:22])=[O:19].C(=O)([O-])[O-].[K+].[K+]. Product: [CH3:11][C@@H:12]1[CH2:17][N:16]([C:2]2[CH:7]=[N:6][C:5]([N+:8]([O-:10])=[O:9])=[CH:4][CH:3]=2)[CH2:15][CH2:14][N:13]1[C:18]([O:20][C:21]([CH3:22])([CH3:24])[CH3:23])=[O:19]. The catalyst class is: 16. (6) Reactant: [CH3:1][O:2][C:3]([C:5]1[S:9][C:8]([C:10]([OH:12])=O)=[CH:7][CH:6]=1)=[O:4].CN(C(O[N:21]1N=N[C:23]2C=CC=N[C:22]1=2)=[N+](C)C)C.F[P-](F)(F)(F)(F)F.CCN(C(C)C)C(C)C.Cl.C(N)C.C([O-])(O)=O.[Na+]. Product: [CH2:22]([NH:21][C:10]([C:8]1[S:9][C:5]([C:3]([O:2][CH3:1])=[O:4])=[CH:6][CH:7]=1)=[O:12])[CH3:23]. The catalyst class is: 18. (7) Product: [C:25]([C@H:22]1[CH2:21][CH2:20][C@H:19]([O:18][C:13]2[CH:14]=[C:15]3[C:10](=[CH:11][CH:12]=2)[CH:9]=[C:8]([CH2:7][NH:6][CH2:5][C:4]([OH:29])=[O:3])[CH:17]=[CH:16]3)[CH2:24][CH2:23]1)([CH3:28])([CH3:26])[CH3:27]. Reactant: C([O:3][C:4](=[O:29])[CH2:5][NH:6][CH2:7][C:8]1[CH:17]=[CH:16][C:15]2[C:10](=[CH:11][CH:12]=[C:13]([O:18][CH:19]3[CH2:24][CH2:23][CH:22]([C:25]([CH3:28])([CH3:27])[CH3:26])[CH2:21][CH2:20]3)[CH:14]=2)[CH:9]=1)C.[OH-].[Li+].Cl. The catalyst class is: 5.